From a dataset of Catalyst prediction with 721,799 reactions and 888 catalyst types from USPTO. Predict which catalyst facilitates the given reaction. Reactant: [NH2:1][C:2]1[N:7]=[C:6]([O:8][C:9]2[CH:18]=[CH:17][C:12]([C:13](OC)=[O:14])=[CH:11][CH:10]=2)[CH:5]=[C:4]([NH2:19])[N:3]=1.[NH2:20][NH2:21]. Product: [NH2:1][C:2]1[N:7]=[C:6]([O:8][C:9]2[CH:18]=[CH:17][C:12]([C:13]([NH:20][NH2:21])=[O:14])=[CH:11][CH:10]=2)[CH:5]=[C:4]([NH2:19])[N:3]=1. The catalyst class is: 5.